Dataset: Experimentally validated miRNA-target interactions with 360,000+ pairs, plus equal number of negative samples. Task: Binary Classification. Given a miRNA mature sequence and a target amino acid sequence, predict their likelihood of interaction. (1) The miRNA is dme-miR-263a-5p with sequence AAUGGCACUGGAAGAAUUCACGGG. The protein sequence of the target gene is MDLTVTHITHKETYKEPRDDDDDKQVVAEIMARSFIPTLITTIPWEGFHFAGHEIQITEGKDCYGAFVWPSALVLCYFLETHAKQYNMVDKNVIEIGAGTGLVSIVASLLGARVIATDLPELLGNLQYNISRNTKMKCKHLPQVKELSWGVALDRNFPRSSNNFDYILAADVVYAHPFLEELLMTFDHLCKETTIILWAMRFRLEKENKFVDKFKELFDLEEISSFPSLNIKLYKAMKKNRRSA. Result: 0 (no interaction). (2) The miRNA is hsa-miR-601 with sequence UGGUCUAGGAUUGUUGGAGGAG. The protein sequence of the target gene is MAANKPKGQNSLALHKVIMVGSGGVGKSALTLQFMYDEFVEDYEPTKADSYRKKVVLDGEEVQIDILDTAGQEDYAAIRDNYFRSGEGFLCVFSITEMESFAATADFREQILRVKEDENVPFLLVGNKSDLEDKRQVSVEEAKNRADQWNVNYVETSAKTRANVDKVFFDLMREIRARKMEDSKEKNGKKKRKSLAKRIRERCCIL. Result: 0 (no interaction). (3) The miRNA is hsa-miR-6854-3p with sequence UGCGUUUCUCCUCUUGAGCAG. The protein sequence of the target gene is MGHHRPWLHASVLWAGVASLLLPPAMTQQLRGDGLGFRNRNNSTGVAGLSEEASAELRHHLHSPRDHPDENKDVSTENGHHFWSHPDREKEDEDVSKEYGHLLPGHRSQDHKVGDEGVSGEEVFAEHGGQARGHRGHGSEDTEDSAEHRHHLPSHRSHSHQDEDEDEVVSSEHHHHILRHGHRGHDGEDDEGEEEEEEEEEEEEASTEYGHQAHRHRGHGSEEDEDVSDGHHHHGPSHRHQGHEEDDDDDDDDDDDDDDDDVSIEYRHQAHRHQGHGIEEDEDVSDGHHHRDPSHRHRSH.... Result: 0 (no interaction). (4) The miRNA is hsa-miR-4743-5p with sequence UGGCCGGAUGGGACAGGAGGCAU. The protein sequence of the target gene is MRLIGMPKEKYDPPDPRRIYTIMSAEEVANGKKSHWAELEISGRVRSLSTSLWSLTHLTALHLNDNNLARIPPDIAKLHNLVYLDLSSNKLRSLPAELGNMVSLRELLLNDNYLRVLPYELGRLFQLQTLGLTGNPLSQDIMSLYQDPDGTRKLLNFMLDNLAVHPEQLPPRPWITLKERDQILPSASFTVMCYNVLCDKYATRQLYGYCPSWALNWEYRKKGIMEEIVNWDADIISLQEVETEQYFTLFLPALKDRGYDGFFSPKSRAKIMSEQERKHVDGCAIFFKTEKFTLVQKHTV.... Result: 0 (no interaction). (5) The miRNA is hsa-miR-3681-5p with sequence UAGUGGAUGAUGCACUCUGUGC. The protein sequence of the target gene is MLTDLFYSTFGCLYSPTSTMDVMGTARRKTVVRLNVYDMYWLNDYASNIGVGIFHSGIEVFGVEYAYGGHPYQFSGVFENSPQDAEELGETFKFKESIVVGETERSTSDIRKLIKSLGEDFRGDRYHLISRNCNHFSAVLARELTGKDIPGWINRLANLSGSIPFLEKCIPQEWLTPIVLQASVDEKKRGSVDSAEEATEKLVVRSLNDSRTTILDNRTANGAIIMSASSSNSDRICMSPSSSSSASSCDTLDYDDLIVQTPSTFSSEKKSRSNSPPIFRIWNTIKATINGTQQTAPTGA.... Result: 0 (no interaction). (6) The miRNA is mmu-miR-598-3p with sequence UACGUCAUCGUCGUCAUCGUUA. The protein sequence of the target gene is MEEDQELERKISGLKTSMAEGERKTALEMVQAAGTDRHCVTFVLHEEDHTLGNSLRYMIMKNPEVEFCGYTTTHPSESKINLRIQTRGTLPAVEPFQRGLNELMNVCQHVLDKFEASIKDYKDQKASRNESTF. Result: 0 (no interaction). (7) The miRNA is mmu-miR-499-3p with sequence GAACAUCACAGCAAGUCUGUGCU. The protein sequence of the target gene is MAAPGAGDPLNAKNGNAPFAQRIDPSREKLTPAQLQFMRQVQLAQWQKTLPQRRTRNIMTGLGIGALVLAIYGYTFYSVAQERFLDELEDEAKAARARALERERASGP. Result: 0 (no interaction). (8) The miRNA is hsa-miR-6505-3p with sequence UGACUUCUACCUCUUCCAAAG. The protein sequence of the target gene is MSETVICSSRATVMLYDDGNKRWLPAGTGPQAFSRVQIYHNPTANSFRVVGRKMQPDQQVVINCAIVRGVKYNQATPNFHQWRDARQVWGLNFGSKEDAAQFAAGMASALEALEGGGPPPPPALPTWSVPNGPSPEEVEQQKRQQPGPSEHIERRVSNAGGPPAPPAGGPPPPPGPPPPPGPPPPPGLPPSGVPAAAHGAGGGPPPAPPLPAAQGPGGGGAGAPGLAAAIAGAKLRKVSKQEEASGGPTAPKAESGRSGGGGLMEEMNAMLARRRKATQVGEKTPKDESANQEEPEARVP.... Result: 0 (no interaction). (9) The miRNA is dme-miR-11-3p with sequence CAUCACAGUCUGAGUUCUUGC. The protein sequence of the target gene is MEAAAAVVAAEAEVENEDGDSSCGDVCFMDKGLQSISELSLDSTLHAVNLHCNNISKIEAIDHIWNLQHLDLSSNQISRIEGLNTLTKLCTLNLSCNLITKVEGLEELINLTRLNVSYNHIDDLSGLIPLHGIKHKLRYIDLHSNRIDSIHHLLQCMVGLHFLTNLILEKDGDDNPVCRLPGYRAVILQTLPQLRILDCKNIFGEPVNLTEINSSQLQCLEGLLDNLVSSDSPLNISEDEIIDRMPVITAPIDELVPLEQFASTPSDAVLTSFMSVCQSSEPEKNNHENDLQNEIKLQKL.... Result: 0 (no interaction).